From a dataset of Forward reaction prediction with 1.9M reactions from USPTO patents (1976-2016). Predict the product of the given reaction. (1) Given the reactants [C:1]([C:3]1[CH:4]=[CH:5][C:6]2[N:10]=[C:9]([C:11]([NH:35]S(C(C)(C)C)=O)([C:13]3[C:21]([S:22][CH3:23])=[CH:20][C:19]([CH3:24])=[C:18]4[C:14]=3[CH:15]=[CH:16][N:17]4[S:25]([C:28]3[CH:34]=[CH:33][C:31]([CH3:32])=[CH:30][CH:29]=3)(=[O:27])=[O:26])[CH3:12])[N:8](COCC[Si](C)(C)C)[C:7]=2[CH:50]=1)#[N:2].C(C1C=CC2N(COCC[Si](C)(C)C)C(C(NS(C(C)(C)C)=O)(C3C(SC)=CC(C)=C4C=3C=CN4S(C3C=CC(C)=CC=3)(=O)=O)C)=NC=2C=1)#N.Cl.CO, predict the reaction product. The product is: [NH2:35][C:11]([C:9]1[NH:10][C:6]2[CH:5]=[CH:4][C:3]([C:1]#[N:2])=[CH:50][C:7]=2[N:8]=1)([C:13]1[C:21]([S:22][CH3:23])=[CH:20][C:19]([CH3:24])=[C:18]2[C:14]=1[CH:15]=[CH:16][N:17]2[S:25]([C:28]1[CH:29]=[CH:30][C:31]([CH3:32])=[CH:33][CH:34]=1)(=[O:27])=[O:26])[CH3:12]. (2) Given the reactants C=O.Cl.[CH2:4](O)C.[C:7]([O:11][C:12]([N:14]1[CH2:19][CH2:18][NH:17][CH:16]([CH3:20])[CH2:15]1)=[O:13])([CH3:10])([CH3:9])[CH3:8].[H][H], predict the reaction product. The product is: [C:7]([O:11][C:12]([N:14]1[CH2:19][CH2:18][N:17]([CH3:4])[CH:16]([CH3:20])[CH2:15]1)=[O:13])([CH3:10])([CH3:8])[CH3:9]. (3) Given the reactants [N:1]1([C:7]2[N:15]=[C:14]([C:16]3[CH:17]=[C:18]([CH2:22][OH:23])[CH:19]=[CH:20][CH:21]=3)[N:13]=[C:12]3[C:8]=2[N:9]=[CH:10][N:11]3[CH:24]2[CH2:29][CH2:28][NH:27][CH2:26][CH2:25]2)[CH2:6][CH2:5][O:4][CH2:3][CH2:2]1.[BH3-]C#N.[Na+].[Cl:34][C:35]1[CH:42]=[C:41]([F:43])[CH:40]=[CH:39][C:36]=1[CH:37]=O, predict the reaction product. The product is: [Cl:34][C:35]1[CH:42]=[C:41]([F:43])[CH:40]=[CH:39][C:36]=1[CH2:37][N:27]1[CH2:28][CH2:29][CH:24]([N:11]2[CH:10]=[N:9][C:8]3[C:12]2=[N:13][C:14]([C:16]2[CH:17]=[C:18]([CH2:22][OH:23])[CH:19]=[CH:20][CH:21]=2)=[N:15][C:7]=3[N:1]2[CH2:6][CH2:5][O:4][CH2:3][CH2:2]2)[CH2:25][CH2:26]1. (4) Given the reactants S(=O)(=O)(O)O.[NH2:6][C:7]1[N:12]=[C:11]([NH:13][C@@H:14]([CH2:18][CH2:19][CH2:20][CH3:21])[CH2:15][CH2:16][OH:17])[C:10]([CH2:22][C:23]2[CH:28]=[CH:27][C:26]([CH2:29][C:30]([OH:32])=[O:31])=[CH:25][C:24]=2[F:33])=[C:9]([CH3:34])[N:8]=1.[C:35]([O-])(O)=O.[Na+], predict the reaction product. The product is: [NH2:6][C:7]1[N:12]=[C:11]([NH:13][C@@H:14]([CH2:18][CH2:19][CH2:20][CH3:21])[CH2:15][CH2:16][OH:17])[C:10]([CH2:22][C:23]2[CH:28]=[CH:27][C:26]([CH2:29][C:30]([O:32][CH3:35])=[O:31])=[CH:25][C:24]=2[F:33])=[C:9]([CH3:34])[N:8]=1.